Dataset: CYP2D6 inhibition data for predicting drug metabolism from PubChem BioAssay. Task: Regression/Classification. Given a drug SMILES string, predict its absorption, distribution, metabolism, or excretion properties. Task type varies by dataset: regression for continuous measurements (e.g., permeability, clearance, half-life) or binary classification for categorical outcomes (e.g., BBB penetration, CYP inhibition). Dataset: cyp2d6_veith. (1) The drug is CCCC[C@@H]1C[C@H]1C(NC(=O)c1ccc(-c2ccccc2)cc1)c1ccc(-c2ccccc2)cc1. The result is 0 (non-inhibitor). (2) The drug is C[C@H](O/N=C1\[C@@H]2CCn3c(=O)n(-c4ccccc4)c(=O)n3[C@H]2[C@H](O)[C@H]2O[C@H]12)c1cn([C@H]2COC[C@H]2O)nn1. The result is 0 (non-inhibitor). (3) The molecule is COc1ccc2[nH]cc(CCNc3ncnc4ccc(-c5ccoc5)cc34)c2c1. The result is 1 (inhibitor). (4) The molecule is CC(C)n1c(/C=C\[C@@H](O)C[C@@H](O)CC(=O)[O-])c(-c2ccc(F)cc2)c2ccccc21.[Na+]. The result is 0 (non-inhibitor). (5) The molecule is CN(C)Cc1cc(Cl)c(O)c(CN(C)C)c1. The result is 0 (non-inhibitor). (6) The molecule is O=C(c1cccc(F)c1)N1CCC[C@@]2(CCN(c3ncccn3)C2)C1. The result is 1 (inhibitor). (7) The compound is Cc1ccc(C(C(=O)NC2CCCCC2)N2CCN(C(=O)c3ccco3)CC2)cc1. The result is 0 (non-inhibitor). (8) The molecule is Cc1ccc(C)c(CN2C(=O)C3CCCN3c3ccc(C#N)cc32)c1. The result is 0 (non-inhibitor). (9) The molecule is Cn1cc(-c2nc3cnc(Oc4cccc(Cl)c4)nc3n(CCC#N)c2=O)c2ccccc21. The result is 0 (non-inhibitor).